From a dataset of Reaction yield outcomes from USPTO patents with 853,638 reactions. Predict the reaction yield, written as a fraction of the theoretical maximum amount of product (1.0 means a 100% yield; for example, 0.34 means a 34% yield). (1) The catalyst is CC(C)=O.CCOC(C)=O. The reactants are [Br:1][C:2]1[CH:7]=[CH:6][C:5]([C@@H:8]([N:10]2[CH2:15][CH2:14][C@@:13]([C:20]3[CH:25]=[CH:24][C:23]([F:26])=[CH:22][CH:21]=3)([CH2:16][CH2:17][CH2:18][OH:19])[CH2:12][C:11]2=[O:27])[CH3:9])=[CH:4][CH:3]=1.CC(C)=[O:30].OS(O)(=O)=O.O=[Cr](=O)=O. The product is [Br:1][C:2]1[CH:3]=[CH:4][C:5]([C@@H:8]([N:10]2[CH2:15][CH2:14][C@:13]([CH2:16][CH2:17][C:18]([OH:30])=[O:19])([C:20]3[CH:25]=[CH:24][C:23]([F:26])=[CH:22][CH:21]=3)[CH2:12][C:11]2=[O:27])[CH3:9])=[CH:6][CH:7]=1. The yield is 0.900. (2) The reactants are C([O:5][C:6]([CH:8]1[CH:12]([C:13]2[CH:18]=[CH:17][CH:16]=[C:15]([Cl:19])[C:14]=2[F:20])[C:11]([C:23]2[CH:28]=[CH:27][C:26]([Cl:29])=[CH:25][C:24]=2[F:30])([C:21]#[N:22])[CH:10]([CH2:31][C:32]([CH3:36])([CH3:35])[CH:33]=[CH2:34])[NH:9]1)=[O:7])(C)(C)C.[F:37][C:38]([F:43])([F:42])[C:39]([OH:41])=[O:40]. The catalyst is ClCCl. The product is [F:37][C:38]([F:43])([F:42])[C:39]([OH:41])=[O:40].[Cl:19][C:15]1[C:14]([F:20])=[C:13]([CH:12]2[C:11]([C:23]3[CH:28]=[CH:27][C:26]([Cl:29])=[CH:25][C:24]=3[F:30])([C:21]#[N:22])[CH:10]([CH2:31][C:32]([CH3:35])([CH3:36])[CH:33]=[CH2:34])[NH:9][CH:8]2[C:6]([OH:7])=[O:5])[CH:18]=[CH:17][CH:16]=1. The yield is 0.910. (3) The reactants are [CH3:1][C:2]1[NH:3][C:4]2[C:9]([C:10]=1[CH:11]=O)=[CH:8][CH:7]=[CH:6][CH:5]=2.[CH3:13][NH2:14].[BH4-].[Na+]. The catalyst is CO. The product is [CH3:1][C:2]1[NH:3][C:4]2[C:9]([C:10]=1[CH2:11][NH:14][CH3:13])=[CH:8][CH:7]=[CH:6][CH:5]=2. The yield is 0.630. (4) The reactants are Cl.Cl.[NH2:3][C@H:4]1[CH:9]2[CH2:10][CH2:11][N:6]([CH2:7][CH2:8]2)[CH2:5]1.[H-].[Na+].[Cl:14][C:15]1[CH:16]=[C:17]2[C:21](=[C:22]([C:24]([O:26][CH3:27])=[O:25])[CH:23]=1)[N:20]([CH2:28]C=O)[CH:19]=[C:18]2[CH3:31].C(O[BH-](OC(=O)C)OC(=O)C)(=O)C.[Na+]. The catalyst is C(Cl)Cl.C(O)(=O)C. The product is [Cl:14][C:15]1[CH:16]=[C:17]2[C:21](=[C:22]([C:24]([O:26][CH3:27])=[O:25])[CH:23]=1)[N:20]([CH2:28][NH:3][C@H:4]1[CH:9]3[CH2:10][CH2:11][N:6]([CH2:7][CH2:8]3)[CH2:5]1)[CH:19]=[C:18]2[CH3:31]. The yield is 1.00.